From a dataset of Reaction yield outcomes from USPTO patents with 853,638 reactions. Predict the reaction yield, written as a fraction of the theoretical maximum amount of product (1.0 means a 100% yield; for example, 0.34 means a 34% yield). (1) The reactants are [C:1]([C:5]1[O:6][C:7]2[C:13]([S:14](Cl)(=[O:16])=[O:15])=[C:12]([Cl:18])[CH:11]=[CH:10][C:8]=2[N:9]=1)([CH3:4])([CH3:3])[CH3:2].[CH3:19][O:20][CH2:21][CH2:22][N:23]1[CH2:28][CH2:27][NH:26][CH2:25][CH2:24]1. No catalyst specified. The product is [C:1]([C:5]1[O:6][C:7]2[C:13]([S:14]([N:26]3[CH2:27][CH2:28][N:23]([CH2:22][CH2:21][O:20][CH3:19])[CH2:24][CH2:25]3)(=[O:16])=[O:15])=[C:12]([Cl:18])[CH:11]=[CH:10][C:8]=2[N:9]=1)([CH3:4])([CH3:3])[CH3:2]. The yield is 0.820. (2) The reactants are [CH3:1][O:2][C:3]1[CH:45]=[CH:44][C:6]([CH2:7][N:8]([CH:41]([CH3:43])[CH3:42])[CH2:9][CH2:10][C@H:11]([NH:16][C:17]([C:19]2[CH:27]=[C:26]3[C:22]([CH:23]=[N:24][N:25]3[CH2:28][CH:29]([CH3:31])[CH3:30])=[CH:21][C:20]=2[O:32][C:33]2[CH:38]=[CH:37][C:36]([F:39])=[CH:35][C:34]=2[F:40])=[O:18])[C:12](OC)=[O:13])=[CH:5][CH:4]=1.[BH4-].[Na+]. The catalyst is C1COCC1.CO. The product is [CH3:1][O:2][C:3]1[CH:45]=[CH:44][C:6]([CH2:7][N:8]([CH:41]([CH3:43])[CH3:42])[CH2:9][CH2:10][C@H:11]([NH:16][C:17]([C:19]2[CH:27]=[C:26]3[C:22]([CH:23]=[N:24][N:25]3[CH2:28][CH:29]([CH3:31])[CH3:30])=[CH:21][C:20]=2[O:32][C:33]2[CH:38]=[CH:37][C:36]([F:39])=[CH:35][C:34]=2[F:40])=[O:18])[CH2:12][OH:13])=[CH:5][CH:4]=1. The yield is 0.590.